This data is from Retrosynthesis with 50K atom-mapped reactions and 10 reaction types from USPTO. The task is: Predict the reactants needed to synthesize the given product. (1) Given the product COC(=O)C=C(C)c1cc2c(Br)cccc2n1S(=O)(=O)c1ccccc1, predict the reactants needed to synthesize it. The reactants are: CC(=O)c1cc2c(Br)cccc2n1S(=O)(=O)c1ccccc1.CCOP(=O)(CC(=O)OC)OCC. (2) Given the product Fc1cc(Cl)ccc1C=Cc1nc(COc2ncc(CCCCn3ccnn3)cn2)co1, predict the reactants needed to synthesize it. The reactants are: Clc1ncc(CCCCn2ccnn2)cn1.OCc1coc(C=Cc2ccc(Cl)cc2F)n1. (3) Given the product CNS(=O)(=O)c1cccc(-c2ccc3cccc(N4CCN(C)CC4)c3c2)c1, predict the reactants needed to synthesize it. The reactants are: CN1CCN(c2cccc3ccc([Sn](C)(C)C)cc23)CC1.CNS(=O)(=O)c1cccc(Br)c1. (4) Given the product C#Cc1cc(CNC(=O)C=Cc2ccc(C(F)(F)F)cc2CCC)cc(F)c1NS(C)(=O)=O, predict the reactants needed to synthesize it. The reactants are: C#Cc1cc(CN)cc(F)c1NS(C)(=O)=O.CCCc1cc(C(F)(F)F)ccc1C=CC(=O)O. (5) Given the product O=C(Nc1ccccc1-c1ccccc1)OC1CCN(CCCCCCCCCNC(=O)c2cc(Cl)c(O)c(Cl)c2)CC1, predict the reactants needed to synthesize it. The reactants are: NCCCCCCCCCN1CCC(OC(=O)Nc2ccccc2-c2ccccc2)CC1.O=C(O)c1cc(Cl)c(O)c(Cl)c1.